From a dataset of Forward reaction prediction with 1.9M reactions from USPTO patents (1976-2016). Predict the product of the given reaction. (1) Given the reactants C(OC([NH:8][CH2:9][CH2:10][CH2:11][N:12]1[C:16]2[CH:17]=[CH:18][C:19]([C:21]([OH:23])=O)=[CH:20][C:15]=2[N:14]=[C:13]1[CH3:24])=O)(C)(C)C.[NH2:25][C:26]1[S:27][CH:28]=[C:29]([C:31]2[CH:36]=[CH:35][N:34]=[CH:33][CH:32]=2)[N:30]=1, predict the reaction product. The product is: [N:34]1[CH:33]=[CH:32][C:31]([C:29]2[N:30]=[C:26]([NH:25][C:21]([C:19]3[CH:18]=[CH:17][C:16]4[N:12]([CH2:11][CH2:10][CH2:9][NH2:8])[C:13]([CH3:24])=[N:14][C:15]=4[CH:20]=3)=[O:23])[S:27][CH:28]=2)=[CH:36][CH:35]=1. (2) The product is: [F:1][C:2]1[C:3]([O:22][CH3:23])=[C:4]([CH:8]([CH3:21])[CH2:9][C:10]([OH:20])([C:16]([F:19])([F:18])[F:17])[C:11]([O:13][CH2:14][CH3:15])=[O:12])[CH:5]=[CH:6][CH:7]=1. Given the reactants [F:1][C:2]1[C:3]([O:22][CH3:23])=[C:4]([C:8](=[CH2:21])[CH2:9][C:10]([OH:20])([C:16]([F:19])([F:18])[F:17])[C:11]([O:13][CH2:14][CH3:15])=[O:12])[CH:5]=[CH:6][CH:7]=1.[H][H], predict the reaction product. (3) Given the reactants [CH2:1]([O:3][CH:4]=[CH:5][C:6]1[CH:11]=[CH:10][C:9]([C:12]2[CH:17]=[CH:16][CH:15]=[CH:14][CH:13]=2)=[CH:8][CH:7]=1)[CH3:2].C1C(=O)N([Br:25])C(=O)C1.[CH3:26][CH2:27][OH:28].C1COCC1, predict the reaction product. The product is: [Br:25][CH:5]([C:6]1[CH:11]=[CH:10][C:9]([C:12]2[CH:17]=[CH:16][CH:15]=[CH:14][CH:13]=2)=[CH:8][CH:7]=1)[CH:4]([O:28][CH2:27][CH3:26])[O:3][CH2:1][CH3:2]. (4) The product is: [C:19]([O:18][C:16]([N:28]1[CH2:27][CH2:26][NH:25][C:24](=[O:23])[CH2:29]1)=[O:17])([CH3:20])([CH3:21])[CH3:22]. Given the reactants C(N(CC)CC)C.[C:16](O[C:16]([O:18][C:19]([CH3:22])([CH3:21])[CH3:20])=[O:17])([O:18][C:19]([CH3:22])([CH3:21])[CH3:20])=[O:17].[O:23]=[C:24]1[CH2:29][NH:28][CH2:27][CH2:26][NH:25]1, predict the reaction product. (5) Given the reactants [CH2:1]([N:3]1[C:7]2=[N:8][C:9]([CH2:33][CH3:34])=[C:10]([CH2:19][NH:20][C:21]([C:23]3[CH:24]=[C:25]([CH:29]=[C:30]([CH3:32])[CH:31]=3)[C:26](O)=[O:27])=[O:22])[C:11]([NH:12][CH:13]3[CH2:18][CH2:17][O:16][CH2:15][CH2:14]3)=[C:6]2[CH:5]=[N:4]1)[CH3:2].CN(C(ON1N=NC2C=CC=CC1=2)=[N+](C)C)C.F[P-](F)(F)(F)(F)F.[Br:59][C:60]1[CH:61]=[C:62]([CH2:68][NH2:69])[CH:63]=[CH:64][C:65]=1[O:66][CH3:67], predict the reaction product. The product is: [Br:59][C:60]1[CH:61]=[C:62]([CH2:68][NH:69][C:26]([C:25]2[CH:29]=[C:30]([CH3:32])[CH:31]=[C:23]([C:21]([NH:20][CH2:19][C:10]3[C:11]([NH:12][CH:13]4[CH2:18][CH2:17][O:16][CH2:15][CH2:14]4)=[C:6]4[CH:5]=[N:4][N:3]([CH2:1][CH3:2])[C:7]4=[N:8][C:9]=3[CH2:33][CH3:34])=[O:22])[CH:24]=2)=[O:27])[CH:63]=[CH:64][C:65]=1[O:66][CH3:67]. (6) Given the reactants Cl[C:2]1[N:11]=[C:10]([N:12]2[CH2:17][CH2:16][CH2:15][C@@H:14]([NH:18][C:19](=[O:21])[CH3:20])[CH2:13]2)[C:9]2[C:4](=[CH:5][CH:6]=[CH:7][C:8]=2[CH3:22])[N:3]=1.[NH2:23][C:24]1[CH:25]=[C:26]([CH:29]=[C:30]([NH2:32])[CH:31]=1)[C:27]#[N:28].C(N(C(C)C)CC)(C)C, predict the reaction product. The product is: [NH2:23][C:24]1[CH:31]=[C:30]([NH:32][C:2]2[N:11]=[C:10]([N:12]3[CH2:17][CH2:16][CH2:15][C@@H:14]([NH:18][C:19](=[O:21])[CH3:20])[CH2:13]3)[C:9]3[C:4](=[CH:5][CH:6]=[CH:7][C:8]=3[CH3:22])[N:3]=2)[CH:29]=[C:26]([C:27]#[N:28])[CH:25]=1. (7) Given the reactants [Li]C(C)(C)C.CCCCC.Br[C:12]1[C:20]2[C:15](=[N:16][CH:17]=[C:18]([C:21]3[CH:26]=[CH:25][CH:24]=[C:23]([F:27])[CH:22]=3)[CH:19]=2)[N:14]([Si:28]([C:31]([CH3:34])([CH3:33])[CH3:32])([CH3:30])[CH3:29])[CH:13]=1.[C:35](=[O:37])=[O:36], predict the reaction product. The product is: [C:31]([Si:28]([CH3:30])([CH3:29])[N:14]1[C:15]2=[N:16][CH:17]=[C:18]([C:21]3[CH:26]=[CH:25][CH:24]=[C:23]([F:27])[CH:22]=3)[CH:19]=[C:20]2[C:12]([C:35]([OH:37])=[O:36])=[CH:13]1)([CH3:34])([CH3:33])[CH3:32]. (8) The product is: [CH3:20][O:19][N:18]([CH3:17])[C:13](=[O:15])[C@H:9]([NH:8][C:1](=[O:2])[O:3][C:4]([CH3:5])([CH3:6])[CH3:7])[CH:10]([CH3:11])[CH3:12]. Given the reactants [C:1]([NH:8][C@H:9]([C:13]([OH:15])=O)[CH:10]([CH3:12])[CH3:11])([O:3][C:4]([CH3:7])([CH3:6])[CH3:5])=[O:2].Cl.[CH3:17][NH:18][O:19][CH3:20].C(N(CC)CC)C.C(P(=O)(OCC)OCC)#N, predict the reaction product. (9) Given the reactants [H-].[Na+].[C:3]([CH2:5][C:6]([NH2:8])=[O:7])#[N:4].CN([CH:12]=[C:13]([C:19](=O)[CH2:20][CH3:21])[C:14]([O:16][CH2:17][CH3:18])=[O:15])C.Cl, predict the reaction product. The product is: [C:3]([C:5]1[C:6](=[O:7])[NH:8][C:19]([CH2:20][CH3:21])=[C:13]([C:14]([O:16][CH2:17][CH3:18])=[O:15])[CH:12]=1)#[N:4].